Task: Predict which catalyst facilitates the given reaction.. Dataset: Catalyst prediction with 721,799 reactions and 888 catalyst types from USPTO Reactant: [CH:1]1([C:4]2[NH:8][N:7]=[C:6]([C:9]3[CH:14]=[CH:13][CH:12]=[CH:11][CH:10]=3)[CH:5]=2)[CH2:3][CH2:2]1.[I-:15].[Na+].II.C(=O)([O-])[O-].[K+].[K+]. Product: [CH:1]1([C:4]2[NH:8][N:7]=[C:6]([C:9]3[CH:14]=[CH:13][CH:12]=[CH:11][CH:10]=3)[C:5]=2[I:15])[CH2:3][CH2:2]1. The catalyst class is: 20.